Regression. Given a peptide amino acid sequence and an MHC pseudo amino acid sequence, predict their binding affinity value. This is MHC class I binding data. From a dataset of Peptide-MHC class I binding affinity with 185,985 pairs from IEDB/IMGT. (1) The peptide sequence is FRRLRKGSI. The MHC is HLA-B08:01 with pseudo-sequence HLA-B08:01. The binding affinity (normalized) is 0.898. (2) The peptide sequence is TRAVGKPLL. The MHC is HLA-B57:01 with pseudo-sequence HLA-B57:01. The binding affinity (normalized) is 0.0847. (3) The peptide sequence is IMRSERPQA. The MHC is HLA-A24:02 with pseudo-sequence HLA-A24:02. The binding affinity (normalized) is 0. (4) The peptide sequence is LGPFQSFV. The MHC is H-2-Kb with pseudo-sequence H-2-Kb. The binding affinity (normalized) is 0.339. (5) The peptide sequence is ERSASGGVY. The MHC is HLA-A26:01 with pseudo-sequence HLA-A26:01. The binding affinity (normalized) is 0.0844.